Dataset: Full USPTO retrosynthesis dataset with 1.9M reactions from patents (1976-2016). Task: Predict the reactants needed to synthesize the given product. Given the product [CH:46]1([CH2:49][C:50]([NH:19][C:12]2[C:13]3=[N:14][CH:15]=[CH:16][CH:17]=[C:18]3[N:10]([CH2:9][C:5]3[C:4]([CH3:20])=[C:3]([O:2][CH3:1])[N:8]=[CH:7][N:6]=3)[CH:11]=2)=[O:51])[CH2:48][CH2:47]1, predict the reactants needed to synthesize it. The reactants are: [CH3:1][O:2][C:3]1[N:8]=[CH:7][N:6]=[C:5]([CH2:9][N:10]2[C:18]3[C:13](=[N:14][CH:15]=[CH:16][CH:17]=3)[C:12]([NH2:19])=[CH:11]2)[C:4]=1[CH3:20].C(N(CC)CC)C.C(P1(=O)OP(CCC)(=O)OP(CCC)(=O)O1)CC.[CH:46]1([CH2:49][C:50](O)=[O:51])[CH2:48][CH2:47]1.